This data is from Forward reaction prediction with 1.9M reactions from USPTO patents (1976-2016). The task is: Predict the product of the given reaction. (1) Given the reactants [NH2:1][C:2]1[CH:3]=[CH:4][C:5]([O:12][C:13]2[CH:14]=[N:15][CH:16]=[C:17]([Cl:19])[CH:18]=2)=[C:6]([C:8](=[O:11])[CH2:9][CH3:10])[CH:7]=1.[CH3:20][O:21][C:22]1[CH:23]=[C:24]([N:28]=[C:29]=[O:30])[CH:25]=[CH:26][CH:27]=1, predict the reaction product. The product is: [Cl:19][C:17]1[CH:18]=[C:13]([O:12][C:5]2[CH:4]=[CH:3][C:2]([NH:1][C:29]([NH:28][C:24]3[CH:25]=[CH:26][CH:27]=[C:22]([O:21][CH3:20])[CH:23]=3)=[O:30])=[CH:7][C:6]=2[C:8](=[O:11])[CH2:9][CH3:10])[CH:14]=[N:15][CH:16]=1. (2) Given the reactants C(Cl)(=O)C(Cl)=O.S(Cl)(Cl)=O.[N:11]1[CH:16]=[CH:15][CH:14]=[C:13]([N:17]2[CH:21]=[C:20](N)[CH:19]=[N:18]2)[CH:12]=1.CCN(C(C)C)C(C)C, predict the reaction product. The product is: [N:17]1([C:13]2[CH:12]=[N:11][CH:16]=[CH:15][CH:14]=2)[CH:21]=[CH:20][CH:19]=[N:18]1. (3) Given the reactants [CH3:1][O:2][C:3]1[CH:4]=[CH:5][CH:6]=[C:7]2[C:12]=1[N:11]=[CH:10][CH:9]=[C:8]2[C:13]([OH:15])=[O:14].[Br:16]N1C(=O)CCC1=O.O.[OH-].[NH4+], predict the reaction product. The product is: [Br:16][C:6]1[CH:5]=[CH:4][C:3]([O:2][CH3:1])=[C:12]2[C:7]=1[C:8]([C:13]([OH:15])=[O:14])=[CH:9][CH:10]=[N:11]2. (4) Given the reactants [N+:1]([C:4]1[CH:21]=[CH:20][C:7]([O:8][CH:9]2[CH2:14][CH2:13][CH:12]([C:15]([O:17][CH2:18][CH3:19])=[O:16])[CH2:11][CH2:10]2)=[CH:6][CH:5]=1)([O-])=O, predict the reaction product. The product is: [NH2:1][C:4]1[CH:5]=[CH:6][C:7]([O:8][C@@H:9]2[CH2:14][CH2:13][C@H:12]([C:15]([O:17][CH2:18][CH3:19])=[O:16])[CH2:11][CH2:10]2)=[CH:20][CH:21]=1. (5) Given the reactants C(OC([N:8]1[CH2:14][CH2:13][CH2:12][N:11]([C:15]([C:17]2[C:18]3[CH2:34][O:33][C:32]4[CH:31]=[C:30]([O:35][CH3:36])[C:29]([CH2:37][CH:38]([CH3:40])[CH3:39])=[CH:28][C:27]=4[C:19]=3[N:20]([C:22]3[CH:26]=[CH:25][S:24][CH:23]=3)[N:21]=2)=[O:16])[CH2:10][CH2:9]1)=O)(C)(C)C.CO.Cl, predict the reaction product. The product is: [N:11]1([C:15]([C:17]2[C:18]3[CH2:34][O:33][C:32]4[CH:31]=[C:30]([O:35][CH3:36])[C:29]([CH2:37][CH:38]([CH3:40])[CH3:39])=[CH:28][C:27]=4[C:19]=3[N:20]([C:22]3[CH:26]=[CH:25][S:24][CH:23]=3)[N:21]=2)=[O:16])[CH2:12][CH2:13][CH2:14][NH:8][CH2:9][CH2:10]1. (6) Given the reactants [H-].[Al+3].[Li+].[H-].[H-].[H-].[C:7]([C:11]1[O:15][N:14]=[C:13]([NH:16][CH:17]=O)[CH:12]=1)([CH3:10])([CH3:9])[CH3:8].O.[OH-].[Na+], predict the reaction product. The product is: [C:7]([C:11]1[O:15][N:14]=[C:13]([NH:16][CH3:17])[CH:12]=1)([CH3:10])([CH3:8])[CH3:9].